Dataset: Reaction yield outcomes from USPTO patents with 853,638 reactions. Task: Predict the reaction yield, written as a fraction of the theoretical maximum amount of product (1.0 means a 100% yield; for example, 0.34 means a 34% yield). The reactants are [Cl-].C[Al+]C.[CH3:5][C:6]1[CH:7]=[CH:8][C:9]([NH2:12])=[N:10][CH:11]=1.C[O:14][C:15]([C:17]1[CH:26]=[C:25]2[C:20]([CH2:21][CH2:22][C:23]([CH3:28])([CH3:27])[O:24]2)=[C:19]([O:29][CH2:30][C:31]2[CH:36]=[CH:35][CH:34]=[CH:33][C:32]=2[Cl:37])[CH:18]=1)=O.C[O:39][C:40]([C:42]1[C:43]2[CH2:44][CH2:45][C:46]([CH3:62])([CH3:61])[O:47][C:48]=2[CH:49]=[C:50]([O:52][CH2:53][C:54]2[CH:59]=[CH:58][CH:57]=[CH:56][C:55]=2[Cl:60])[CH:51]=1)=O. No catalyst specified. The product is [CH3:5][C:6]1[CH:7]=[CH:8][C:9]([NH:12][C:15]([C:17]2[CH:26]=[C:25]3[C:20]([CH2:21][CH2:22][C:23]([CH3:28])([CH3:27])[O:24]3)=[C:19]([O:29][CH2:30][C:31]3[CH:36]=[CH:35][CH:34]=[CH:33][C:32]=3[Cl:37])[CH:18]=2)=[O:14])=[N:10][CH:11]=1.[CH3:5][C:6]1[CH:7]=[CH:8][C:9]([NH:12][C:40]([C:42]2[C:43]3[CH2:44][CH2:45][C:46]([CH3:62])([CH3:61])[O:47][C:48]=3[CH:49]=[C:50]([O:52][CH2:53][C:54]3[CH:59]=[CH:58][CH:57]=[CH:56][C:55]=3[Cl:60])[CH:51]=2)=[O:39])=[N:10][CH:11]=1. The yield is 0.100.